Predict which catalyst facilitates the given reaction. From a dataset of Catalyst prediction with 721,799 reactions and 888 catalyst types from USPTO. (1) Reactant: N[C:2]1[S:3][CH:4]=[C:5]([C:7]([O:9][CH2:10][CH3:11])=[O:8])[N:6]=1.C1C(=O)N([Cl:19])C(=O)C1.N(OCCC(C)C)=O. Product: [Cl:19][C:4]1[S:3][CH:2]=[N:6][C:5]=1[C:7]([O:9][CH2:10][CH3:11])=[O:8]. The catalyst class is: 10. (2) Reactant: [F:1][C:2]1[CH:7]=[C:6]([F:8])[CH:5]=[CH:4][C:3]=1[CH2:9][NH:10][C:11]([C:13]1[C:14](=[O:38])[C:15]([O:30]CC2C=CC=CC=2)=[C:16]2[C:21](=[O:22])[N:20]3[CH2:23][C@H:24]4[CH2:28][CH2:27][CH2:26][N:25]4[C@@H:19]3[CH2:18][N:17]2[CH:29]=1)=[O:12].[OH-].[NH4+]. Product: [F:1][C:2]1[CH:7]=[C:6]([F:8])[CH:5]=[CH:4][C:3]=1[CH2:9][NH:10][C:11]([C:13]1[C:14](=[O:38])[C:15]([OH:30])=[C:16]2[C:21](=[O:22])[N:20]3[CH2:23][C@H:24]4[CH2:28][CH2:27][CH2:26][N:25]4[C@@H:19]3[CH2:18][N:17]2[CH:29]=1)=[O:12]. The catalyst class is: 63. (3) Reactant: [C:1]([OH:7])(=O)[CH2:2][C:3]([OH:5])=O.[CH3:8][NH:9][C:10]([NH2:12])=[O:11].C(OC(=O)C)(=O)C. Product: [CH3:8][N:9]1[C:1](=[O:7])[CH2:2][C:3](=[O:5])[NH:12][C:10]1=[O:11]. The catalyst class is: 15. (4) Reactant: [CH2:1]([O:3][C:4](=[O:19])/[CH:5]=[CH:6]/[C:7]([C:10]1[CH:15]=[CH:14][C:13]([Cl:16])=[C:12]([O:17][CH3:18])[CH:11]=1)([CH3:9])[CH3:8])[CH3:2]. Product: [CH2:1]([O:3][C:4](=[O:19])[CH2:5][CH2:6][C:7]([C:10]1[CH:15]=[CH:14][C:13]([Cl:16])=[C:12]([O:17][CH3:18])[CH:11]=1)([CH3:8])[CH3:9])[CH3:2]. The catalyst class is: 78. (5) Reactant: [Cl:1][C:2]1[CH:3]=[CH:4][C:5](I)=[N:6][CH:7]=1.Br[C:10]([F:17])([F:16])[C:11]([O:13][CH2:14][CH3:15])=[O:12].O.O.O.P([O-])([O-])(O)=O.[K+].[K+]. Product: [Cl:1][C:2]1[CH:3]=[CH:4][C:5]([C:10]([F:17])([F:16])[C:11]([O:13][CH2:14][CH3:15])=[O:12])=[N:6][CH:7]=1. The catalyst class is: 58. (6) Reactant: [Cl:1][C:2]1[CH:10]=[CH:9][C:8]([S:11]([N:14]2[C:20](=[O:21])/[C:19](=[CH:22]/[C:23]3[CH:28]=[C:27]([Cl:29])[CH:26]=[CH:25][C:24]=3[O:30][CH3:31])/[CH2:18][NH:17][C:16](=[O:32])[CH2:15]2)(=[O:13])=[O:12])=[CH:7][C:3]=1[C:4]([OH:6])=[O:5].[CH3:33][Si](C=[N+]=[N-])(C)C. Product: [Cl:1][C:2]1[CH:10]=[CH:9][C:8]([S:11]([N:14]2[C:20](=[O:21])/[C:19](=[CH:22]/[C:23]3[CH:28]=[C:27]([Cl:29])[CH:26]=[CH:25][C:24]=3[O:30][CH3:31])/[CH2:18][NH:17][C:16](=[O:32])[CH2:15]2)(=[O:13])=[O:12])=[CH:7][C:3]=1[C:4]([O:6][CH3:33])=[O:5]. The catalyst class is: 370.